This data is from Reaction yield outcomes from USPTO patents with 853,638 reactions. The task is: Predict the reaction yield, written as a fraction of the theoretical maximum amount of product (1.0 means a 100% yield; for example, 0.34 means a 34% yield). (1) The reactants are [C:1]([C@H:5]1[N:10]2[N:11]=[CH:12][C:13]([C:14]([OH:16])=O)=[C:9]2[NH:8][C@@H:7]([C:17]2[CH:22]=[CH:21][C:20]([CH2:23][CH3:24])=[CH:19][CH:18]=2)[CH2:6]1)([CH3:4])([CH3:3])[CH3:2].CN(C(ON1N=NC2C=CC=NC1=2)=[N+](C)C)C.F[P-](F)(F)(F)(F)F.C(N(CC)C(C)C)(C)C.[CH2:58]([NH2:68])[C:59]1[CH:67]=[CH:66][C:65]2[O:64][CH2:63][O:62][C:61]=2[CH:60]=1. No catalyst specified. The product is [O:64]1[C:65]2[CH:66]=[CH:67][C:59]([CH2:58][NH:68][C:14]([C:13]3[CH:12]=[N:11][N:10]4[C@H:5]([C:1]([CH3:2])([CH3:3])[CH3:4])[CH2:6][C@H:7]([C:17]5[CH:22]=[CH:21][C:20]([CH2:23][CH3:24])=[CH:19][CH:18]=5)[NH:8][C:9]=34)=[O:16])=[CH:60][C:61]=2[O:62][CH2:63]1. The yield is 0.810. (2) The reactants are [Cl:1][C:2]1[CH:7]=[CH:6][C:5]([CH:8]([C:25]2[CH:30]=[CH:29][CH:28]=[CH:27][CH:26]=2)[N:9]2[CH2:14][CH2:13][N:12](S(C3C=CC(C)=CC=3)(=O)=O)[CH2:11][CH2:10]2)=[CH:4][CH:3]=1.OC1C=CC(C(O)=O)=CC=1.O. The catalyst is C(O)(=O)C. The product is [Cl:1][C:2]1[CH:3]=[CH:4][C:5]([CH:8]([C:25]2[CH:26]=[CH:27][CH:28]=[CH:29][CH:30]=2)[N:9]2[CH2:10][CH2:11][NH:12][CH2:13][CH2:14]2)=[CH:6][CH:7]=1. The yield is 0.848. (3) The reactants are [I:1][C:2]1[CH:7]=[CH:6][C:5]([OH:8])=[C:4]([C:9]([F:12])([F:11])[F:10])[C:3]=1[C:13]([F:16])([F:15])[F:14].[C:17](=O)([O-])[O-].[K+].[K+].CI. The catalyst is CO. The product is [I:1][C:2]1[CH:7]=[CH:6][C:5]([O:8][CH3:17])=[C:4]([C:9]([F:10])([F:11])[F:12])[C:3]=1[C:13]([F:14])([F:15])[F:16]. The yield is 0.610.